This data is from Forward reaction prediction with 1.9M reactions from USPTO patents (1976-2016). The task is: Predict the product of the given reaction. Given the reactants [C:1]1([S:7]([C:9]2[CH:14]=[CH:13][CH:12]=[CH:11][CH:10]=2)=O)[CH:6]=[CH:5][CH:4]=[CH:3][CH:2]=1.[CH:15]1[C:28]2[C:27](=[O:29])[C:26]3[C:21](=[CH:22][CH:23]=[CH:24][CH:25]=3)[S:20][C:19]=2[CH:18]=[CH:17][CH:16]=1.[F:30][C:31]([F:44])([F:43])[S:32]([O:35]S(C(F)(F)F)(=O)=O)(=[O:34])=[O:33], predict the reaction product. The product is: [F:30][C:31]([F:44])([F:43])[S:32]([O-:35])(=[O:34])=[O:33].[C:9]1([S+:7]([C:1]2[CH:2]=[CH:3][CH:4]=[CH:5][CH:6]=2)[C:16]2[CH:17]=[CH:18][C:19]3[S:20][C:21]4[C:26](=[CH:25][CH:24]=[CH:23][CH:22]=4)[C:27](=[O:29])[C:28]=3[CH:15]=2)[CH:10]=[CH:11][CH:12]=[CH:13][CH:14]=1.